This data is from Forward reaction prediction with 1.9M reactions from USPTO patents (1976-2016). The task is: Predict the product of the given reaction. (1) Given the reactants C([N:8]1[CH2:13][CH2:12][CH:11]([O:14][C:15]2[N:20]=[C:19]([NH:21][C:22](=[O:31])[C:23]3[CH:28]=[CH:27][C:26]([F:29])=[CH:25][C:24]=3Cl)[CH:18]=[CH:17][CH:16]=2)[CH2:10][C:9]1([CH3:33])[CH3:32])C1C=CC=CC=1.C([O-])=O.[NH4+], predict the reaction product. The product is: [CH3:32][C:9]1([CH3:33])[CH2:10][CH:11]([O:14][C:15]2[N:20]=[C:19]([NH:21][C:22](=[O:31])[C:23]3[CH:24]=[CH:25][C:26]([F:29])=[CH:27][CH:28]=3)[CH:18]=[CH:17][CH:16]=2)[CH2:12][CH2:13][NH:8]1. (2) Given the reactants Br[CH2:2][C:3]#[N:4].[Cl:5][C:6]1[CH:7]=[CH:8][C:9]2[CH2:10][NH:11][CH2:12][CH:13]([C:17]3[N:21]([CH3:22])[N:20]=[C:19]([CH3:23])[CH:18]=3)[O:14][C:15]=2[N:16]=1, predict the reaction product. The product is: [Cl:5][C:6]1[CH:7]=[CH:8][C:9]2[CH2:10][N:11]([CH2:2][C:3]#[N:4])[CH2:12][CH:13]([C:17]3[N:21]([CH3:22])[N:20]=[C:19]([CH3:23])[CH:18]=3)[O:14][C:15]=2[N:16]=1. (3) Given the reactants [CH2:1]([N:4]([CH3:9])[CH2:5][C@@H:6]([OH:8])[CH3:7])[CH:2]=[CH2:3].F[C:11]1[CH:20]=[CH:19][CH:18]=[C:17]2[C:12]=1[C:13]([NH:21][C:22]1[CH:27]=[CH:26][C:25]([O:28][C:29]3[CH:30]=[N:31][C:32]([CH3:35])=[CH:33][CH:34]=3)=[C:24]([CH3:36])[CH:23]=1)=[N:14][CH:15]=[N:16]2, predict the reaction product. The product is: [CH2:1]([N:4]([CH3:9])[CH2:5][C@H:6]([CH3:7])[O:8][C:11]1[CH:20]=[CH:19][CH:18]=[C:17]2[C:12]=1[C:13]([NH:21][C:22]1[CH:27]=[CH:26][C:25]([O:28][C:29]3[CH:30]=[N:31][C:32]([CH3:35])=[CH:33][CH:34]=3)=[C:24]([CH3:36])[CH:23]=1)=[N:14][CH:15]=[N:16]2)[CH:2]=[CH2:3]. (4) The product is: [F:7][CH:5]1[CH2:6][CH:4]1[C:8]([O:10][CH2:11][CH3:12])=[O:9]. Given the reactants [BH4-].[Na+].Cl[C:4]1([C:8]([O:10][CH2:11][CH3:12])=[O:9])[CH2:6][CH:5]1[F:7], predict the reaction product. (5) Given the reactants [F:1][C:2]1[CH:3]=[C:4]2[C:9](=[CH:10][CH:11]=1)[N:8]=[C:7]([CH3:12])[CH:6]=[CH:5]2.[NH4+].[NH4+].[O-]S(OOS([O-])(=O)=O)(=O)=O.[OH2:25].S(=O)(=O)(O)O.[CH3:31]O, predict the reaction product. The product is: [F:1][C:2]1[CH:3]=[C:4]2[C:9](=[CH:10][CH:11]=1)[N:8]=[C:7]([CH3:12])[CH:6]=[C:5]2[CH2:31][OH:25]. (6) The product is: [CH2:17]([CH:16]([NH:24][C:25]([C:27]1[CH:36]=[N:35][C:34]2[C:29](=[CH:30][CH:31]=[CH:32][CH:33]=2)[N:28]=1)=[O:26])[CH:12]([OH:13])[CH2:11][CH:10]([C:14](=[O:15])[NH:2][OH:3])[CH2:9][CH2:8][C:7]([F:6])([CH3:38])[CH3:37])[C:18]1[CH:19]=[CH:20][CH:21]=[CH:22][CH:23]=1. Given the reactants Cl.[NH2:2][OH:3].[OH-].[K+].[F:6][C:7]([CH3:38])([CH3:37])[CH2:8][CH2:9][C@H:10]1[C:14](=[O:15])[O:13][C@H:12]([C@@H:16]([NH:24][C:25]([C:27]2[CH:36]=[N:35][C:34]3[C:29](=[CH:30][CH:31]=[CH:32][CH:33]=3)[N:28]=2)=[O:26])[CH2:17][C:18]2[CH:23]=[CH:22][CH:21]=[CH:20][CH:19]=2)[CH2:11]1, predict the reaction product. (7) Given the reactants [OH:1][C@H:2]1[CH2:7][CH2:6][CH2:5][N:4]([C:8]([O:10][C:11]([CH3:14])([CH3:13])[CH3:12])=[O:9])[CH2:3]1.[H-].[Na+].I[CH3:18], predict the reaction product. The product is: [CH3:18][O:1][C@H:2]1[CH2:7][CH2:6][CH2:5][N:4]([C:8]([O:10][C:11]([CH3:14])([CH3:13])[CH3:12])=[O:9])[CH2:3]1. (8) Given the reactants [Br:1][C:2]1[C:3](=[O:20])[NH:4][C:5](=[O:19])[N:6]([C@H:8]2[C@@:12]([F:14])([CH3:13])[C@H:11]([OH:15])[C@@:10]([F:18])([CH2:16][OH:17])[O:9]2)[CH:7]=1.C([Mg]Cl)(C)(C)C.Cl[C:28]1[C:37]2[C:32](=[CH:33][CH:34]=[CH:35][CH:36]=2)[CH:31]=[CH:30][C:29]=1[O:38][P:39](=[N:41][C@@H:42]([CH3:49])[C:43]([O:45][CH:46]([CH3:48])[CH3:47])=[O:44])=[O:40].CO, predict the reaction product. The product is: [CH:46]([O:45][C:43](=[O:44])[C@@H:42]([N:41]=[P:39]([O:38][C:29]1[CH:30]=[CH:31][C:32]2[C:37](=[CH:36][CH:35]=[CH:34][CH:33]=2)[C:28]=1[O:17][CH2:16][C@:10]1([F:18])[C@@H:11]([OH:15])[C@:12]([F:14])([CH3:13])[C@H:8]([N:6]2[CH:7]=[C:2]([Br:1])[C:3](=[O:20])[NH:4][C:5]2=[O:19])[O:9]1)=[O:40])[CH3:49])([CH3:47])[CH3:48]. (9) Given the reactants [Cl:1][C:2]1[CH:7]=[CH:6][C:5]([C:8]([C:10]2[N:14]3[N:15]=[C:16]([Cl:26])[CH:17]=[C:18]([CH2:19][N:20]4[CH2:25][CH2:24][O:23][CH2:22][CH2:21]4)[C:13]3=[N:12][C:11]=2[CH3:27])=[O:9])=[C:4]([F:28])[CH:3]=1.[BH4-].[Na+], predict the reaction product. The product is: [Cl:1][C:2]1[CH:7]=[CH:6][C:5]([CH:8]([C:10]2[N:14]3[N:15]=[C:16]([Cl:26])[CH:17]=[C:18]([CH2:19][N:20]4[CH2:21][CH2:22][O:23][CH2:24][CH2:25]4)[C:13]3=[N:12][C:11]=2[CH3:27])[OH:9])=[C:4]([F:28])[CH:3]=1.